This data is from Peptide-MHC class II binding affinity with 134,281 pairs from IEDB. The task is: Regression. Given a peptide amino acid sequence and an MHC pseudo amino acid sequence, predict their binding affinity value. This is MHC class II binding data. (1) The peptide sequence is RRGVRSLSNKIKQKT. The binding affinity (normalized) is 0.635. The MHC is DRB1_1101 with pseudo-sequence DRB1_1101. (2) The MHC is DRB3_0202 with pseudo-sequence DRB3_0202. The peptide sequence is PIIIDQKYCPNKICT. The binding affinity (normalized) is 0.439. (3) The peptide sequence is GMMMGMFNMLSTVLG. The MHC is DRB1_0301 with pseudo-sequence DRB1_0301. The binding affinity (normalized) is 0.112. (4) The MHC is DRB1_0405 with pseudo-sequence DRB1_0405. The peptide sequence is QKEDAALTIYEMLQN. The binding affinity (normalized) is 0.384. (5) The peptide sequence is VKDLKKIITRISAVS. The MHC is HLA-DQA10301-DQB10302 with pseudo-sequence HLA-DQA10301-DQB10302. The binding affinity (normalized) is 0. (6) The peptide sequence is LIEVNPPFGDSYIIV. The MHC is HLA-DQA10501-DQB10402 with pseudo-sequence HLA-DQA10501-DQB10402. The binding affinity (normalized) is 0. (7) The peptide sequence is PCSGSWLRDIWDWICEVLSD. The MHC is DRB1_1501 with pseudo-sequence DRB1_1501. The binding affinity (normalized) is 0.555.